Regression. Given two drug SMILES strings and cell line genomic features, predict the synergy score measuring deviation from expected non-interaction effect. From a dataset of NCI-60 drug combinations with 297,098 pairs across 59 cell lines. Drug 1: CCCCCOC(=O)NC1=NC(=O)N(C=C1F)C2C(C(C(O2)C)O)O. Drug 2: CCN(CC)CCCC(C)NC1=C2C=C(C=CC2=NC3=C1C=CC(=C3)Cl)OC. Cell line: NCI-H460. Synergy scores: CSS=32.8, Synergy_ZIP=2.12, Synergy_Bliss=1.51, Synergy_Loewe=-30.9, Synergy_HSA=-0.876.